From a dataset of Full USPTO retrosynthesis dataset with 1.9M reactions from patents (1976-2016). Predict the reactants needed to synthesize the given product. (1) Given the product [O:1]=[C:2]1[C:10](=[O:11])[C:9]2[C:4](=[CH:5][CH:6]=[C:7]([S:12][CH2:13][CH2:14][C:15]3[CH:24]=[CH:23][C:18]([C:19]([OH:21])=[O:20])=[CH:17][CH:16]=3)[CH:8]=2)[N:3]1[CH2:25][CH2:26][C:27]1[CH:32]=[CH:31][CH:30]=[CH:29][CH:28]=1, predict the reactants needed to synthesize it. The reactants are: [O:1]=[C:2]1[C:10](=[O:11])[C:9]2[C:4](=[CH:5][CH:6]=[C:7]([S:12][CH2:13][CH2:14][C:15]3[CH:24]=[CH:23][C:18]([C:19]([O:21]C)=[O:20])=[CH:17][CH:16]=3)[CH:8]=2)[N:3]1[CH2:25][CH2:26][C:27]1[CH:32]=[CH:31][CH:30]=[CH:29][CH:28]=1.C(=O)([O-])[O-].[K+].[K+]. (2) Given the product [CH2:1]([N:8]([CH3:9])[C:15]([C@H:11]1[CH2:12][CH2:13][CH2:14][O:10]1)=[O:17])[C:2]1[CH:7]=[CH:6][CH:5]=[CH:4][CH:3]=1, predict the reactants needed to synthesize it. The reactants are: [CH2:1]([NH:8][CH3:9])[C:2]1[CH:7]=[CH:6][CH:5]=[CH:4][CH:3]=1.[O:10]1[CH2:14][CH2:13][CH2:12][C@@H:11]1[C:15]([OH:17])=O.F[B-](F)(F)F.CN(C)C(O)=[N+](C)C.C(=O)([O-])O.[Na+]. (3) Given the product [C:1]1([C:7]2[N:11]=[C:10]([NH:12][C:13]([C@@H:15]3[CH2:20][CH2:19][CH2:18][CH2:17][N:16]3[C:33]3[C:32]([Cl:31])=[CH:37][C:36]([C:38]([F:41])([F:39])[F:40])=[CH:35][N:34]=3)=[O:14])[S:9][N:8]=2)[CH:2]=[CH:3][CH:4]=[CH:5][CH:6]=1, predict the reactants needed to synthesize it. The reactants are: [C:1]1([C:7]2[N:11]=[C:10]([NH:12][C:13]([C@@H:15]3[CH2:20][CH2:19][CH2:18][CH2:17][NH:16]3)=[O:14])[S:9][N:8]=2)[CH:6]=[CH:5][CH:4]=[CH:3][CH:2]=1.Cl.C(N(CC)C(C)C)(C)C.[Cl:31][C:32]1[C:33](F)=[N:34][CH:35]=[C:36]([C:38]([F:41])([F:40])[F:39])[CH:37]=1. (4) Given the product [C:41]1([NH:40][C:14]([C:7]2[N:6]=[C:5]([CH2:1][CH2:2][N:33]3[CH2:34][CH2:36][O:30][CH2:39][CH2:37]3)[N:9]3[CH:10]=[CH:11][CH:12]=[CH:13][C:8]=23)=[O:16])[CH:46]=[CH:45][CH:44]=[CH:43][CH:42]=1, predict the reactants needed to synthesize it. The reactants are: [CH2:1]([C:5]1[N:9]2[CH:10]=[CH:11][CH:12]=[CH:13][C:8]2=[C:7]([C:14]([OH:16])=O)[N:6]=1)[CH2:2]CC.C(Cl)CCl.C1C=CC2N([OH:30])N=NC=2C=1.C([N:33]([CH:37]([CH3:39])C)[CH:34]([CH3:36])C)C.[NH2:40][C:41]1[CH:46]=[CH:45][CH:44]=[CH:43][CH:42]=1. (5) Given the product [F:33][C:28]1([F:32])[C:27]2[N:23]([CH2:22][C:21]([NH:20][C@H:10]([C:3]3[C:2]([C:44]4[CH:45]=[CH:46][C:47]([F:48])=[C:42]([CH:43]=4)[C:39]([NH2:40])=[O:41])=[CH:7][N:6]=[C:5]([S:8][CH3:9])[N:4]=3)[CH2:11][C:12]3[CH:13]=[C:14]([F:19])[CH:15]=[C:16]([F:18])[CH:17]=3)=[O:38])[N:24]=[C:25]([C:34]([F:37])([F:36])[F:35])[C:26]=2[C@H:30]2[CH2:31][C@@H:29]12, predict the reactants needed to synthesize it. The reactants are: Br[C:2]1[C:3]([C@@H:10]([NH:20][C:21](=[O:38])[CH2:22][N:23]2[C:27]3[C:28]([F:33])([F:32])[C@@H:29]4[CH2:31][C@@H:30]4[C:26]=3[C:25]([C:34]([F:37])([F:36])[F:35])=[N:24]2)[CH2:11][C:12]2[CH:17]=[C:16]([F:18])[CH:15]=[C:14]([F:19])[CH:13]=2)=[N:4][C:5]([S:8][CH3:9])=[N:6][CH:7]=1.[C:39]([C:42]1[CH:43]=[C:44](B(O)O)[CH:45]=[CH:46][C:47]=1[F:48])(=[O:41])[NH2:40].C(=O)(O)[O-].[Na+]. (6) Given the product [OH:4][CH2:3][CH2:2][NH:1][C:7]([C:9]1[C:13]([NH:14][C:15]([C:17]2[C:22]([NH:23][C:24]3[CH:25]=[N:26][CH:27]=[N:28][CH:29]=3)=[CH:21][CH:20]=[C:19]([CH:30]3[CH2:32][CH2:31]3)[N:18]=2)=[O:16])=[CH:12][N:11]([CH3:33])[N:10]=1)=[O:6], predict the reactants needed to synthesize it. The reactants are: [NH2:1][CH2:2][CH2:3][OH:4].C[O:6][C:7]([C:9]1[C:13]([NH:14][C:15]([C:17]2[C:22]([NH:23][C:24]3[CH:25]=[N:26][CH:27]=[N:28][CH:29]=3)=[CH:21][CH:20]=[C:19]([CH:30]3[CH2:32][CH2:31]3)[N:18]=2)=[O:16])=[CH:12][N:11]([CH3:33])[N:10]=1)=O. (7) Given the product [CH3:15][C:14]1[C:3]2[C:4](=[N:5][C:6]3[C:11]([C:2]=2[N:22]2[CH2:27][CH2:26][O:25][CH2:24][CH2:23]2)=[CH:10][CH:9]=[CH:8][CH:7]=3)[N:12]([C:16]2[CH:21]=[CH:20][CH:19]=[CH:18][N:17]=2)[N:13]=1, predict the reactants needed to synthesize it. The reactants are: Cl[C:2]1[C:11]2[C:6](=[CH:7][CH:8]=[CH:9][CH:10]=2)[N:5]=[C:4]2[N:12]([C:16]3[CH:21]=[CH:20][CH:19]=[CH:18][N:17]=3)[N:13]=[C:14]([CH3:15])[C:3]=12.[NH:22]1[CH2:27][CH2:26][O:25][CH2:24][CH2:23]1.C(=O)([O-])[O-].[K+].[K+].